Dataset: Forward reaction prediction with 1.9M reactions from USPTO patents (1976-2016). Task: Predict the product of the given reaction. (1) Given the reactants [CH3:1][O:2][C:3]1[CH:4]=[C:5]([OH:12])[CH:6]=[C:7]([O:10][CH3:11])[C:8]=1[CH3:9].N1C=CC=CC=1.[F:19][C:20]([F:33])([F:32])[S:21](O[S:21]([C:20]([F:33])([F:32])[F:19])(=[O:23])=[O:22])(=[O:23])=[O:22].C([O-])(O)=O.[Na+], predict the reaction product. The product is: [F:19][C:20]([F:33])([F:32])[S:21]([O:12][C:5]1[CH:6]=[C:7]([O:10][CH3:11])[C:8]([CH3:9])=[C:3]([O:2][CH3:1])[CH:4]=1)(=[O:23])=[O:22]. (2) Given the reactants [F:1][C:2]1[CH:3]=[C:4]([NH:10][C:11]2[C:16]([C:17]3[N:22]=[C:21]([CH3:23])[N:20]=[C:19]([N:24](CC4C=CC(OC)=CC=4)CC4C=CC(OC)=CC=4)[CH:18]=3)=[CH:15][C:14]([CH:43]([N:45]3[CH2:50][CH2:49][O:48][CH2:47][CH2:46]3)[CH3:44])=[CH:13][N:12]=2)[CH:5]=[N:6][C:7]=1[O:8][CH3:9], predict the reaction product. The product is: [F:1][C:2]1[CH:3]=[C:4]([NH:10][C:11]2[C:16]([C:17]3[N:22]=[C:21]([CH3:23])[N:20]=[C:19]([NH2:24])[CH:18]=3)=[CH:15][C:14]([CH:43]([N:45]3[CH2:46][CH2:47][O:48][CH2:49][CH2:50]3)[CH3:44])=[CH:13][N:12]=2)[CH:5]=[N:6][C:7]=1[O:8][CH3:9]. (3) Given the reactants Br[C:2]1[N:3]([CH2:7][C:8]2[CH:9]=[C:10]([C:14]3[CH:18]=[C:17]([CH2:19][CH:20]([CH3:22])[CH3:21])[S:16][C:15]=3[S:23]([NH:26][C:27]([CH3:30])([CH3:29])[CH3:28])(=[O:25])=[O:24])[CH:11]=[CH:12][CH:13]=2)[CH:4]=[CH:5][N:6]=1.C(O)C.[S:34]1[CH:38]=[CH:37][C:36](B(O)O)=[CH:35]1.[OH-].[Na+], predict the reaction product. The product is: [S:34]1[CH:38]=[CH:37][C:36]([C:2]2[N:3]([CH2:7][C:8]3[CH:9]=[C:10]([C:14]4[CH:18]=[C:17]([CH2:19][CH:20]([CH3:22])[CH3:21])[S:16][C:15]=4[S:23]([NH:26][C:27]([CH3:30])([CH3:29])[CH3:28])(=[O:25])=[O:24])[CH:11]=[CH:12][CH:13]=3)[CH:4]=[CH:5][N:6]=2)=[CH:35]1.